From a dataset of Forward reaction prediction with 1.9M reactions from USPTO patents (1976-2016). Predict the product of the given reaction. Given the reactants Br[C:2]1[C:3]([O:13][CH3:14])=[C:4]2[C:8](=[CH:9][CH:10]=1)[N:7]([CH3:11])[C:6](=[O:12])[CH2:5]2.[B:15]1([B:15]2[O:19][C:18]([CH3:21])([CH3:20])[C:17]([CH3:23])([CH3:22])[O:16]2)[O:19][C:18]([CH3:21])([CH3:20])[C:17]([CH3:23])([CH3:22])[O:16]1.C([O-])(=O)C.[K+].ClCCl, predict the reaction product. The product is: [CH3:14][O:13][C:3]1[C:2]([B:15]2[O:19][C:18]([CH3:21])([CH3:20])[C:17]([CH3:23])([CH3:22])[O:16]2)=[CH:10][CH:9]=[C:8]2[C:4]=1[CH2:5][C:6](=[O:12])[N:7]2[CH3:11].